From a dataset of Forward reaction prediction with 1.9M reactions from USPTO patents (1976-2016). Predict the product of the given reaction. (1) Given the reactants Cl.[CH:2]([S:5]([C:8]1[CH:13]=[CH:12][C:11]([NH:14][C:15](=[O:18])[O:16][CH3:17])=[CH:10][C:9]=1[C@H:19]1[CH2:23][CH2:22][CH2:21][NH:20]1)(=[O:7])=[O:6])([CH3:4])C.NC1C=CC(S(CC)(=O)=O)=C([C@H]2[C@H]([C:36]([O:38][CH2:39][CH3:40])=[O:37])CCN2[C:36]([O:38][C:39](C)(C)[CH3:40])=[O:37])C=1.[Cl:53]C(OC)=O, predict the reaction product. The product is: [ClH:53].[CH2:2]([S:5]([C:8]1[CH:13]=[CH:12][C:11]([NH:14][C:15]([O:16][CH3:17])=[O:18])=[CH:10][C:9]=1[C@H:19]1[C@H:23]([C:36]([O:38][CH2:39][CH3:40])=[O:37])[CH2:22][CH2:21][NH:20]1)(=[O:7])=[O:6])[CH3:4]. (2) Given the reactants [Br:1][C:2]1[CH:3]=[CH:4][C:5]([F:18])=[C:6]([C:8]2([CH:15]([F:17])[F:16])[NH:13][C:12](=S)[CH2:11][O:10][CH2:9]2)[CH:7]=1.[NH3:19].CO, predict the reaction product. The product is: [Br:1][C:2]1[CH:3]=[CH:4][C:5]([F:18])=[C:6]([C:8]2([CH:15]([F:17])[F:16])[CH2:9][O:10][CH2:11][C:12]([NH2:19])=[N:13]2)[CH:7]=1. (3) Given the reactants F[C:2]1[CH:9]=[CH:8][C:7]([N+:10]([O-:12])=[O:11])=[CH:6][C:3]=1[CH:4]=O.[C:13]([O:17][CH3:18])(=[O:16])[CH2:14][SH:15].C(=O)([O-])[O-].[K+].[K+].CN(C)C=O, predict the reaction product. The product is: [N+:10]([C:7]1[CH:8]=[CH:9][C:2]2[S:15][C:14]([C:13]([O:17][CH3:18])=[O:16])=[CH:4][C:3]=2[CH:6]=1)([O-:12])=[O:11]. (4) Given the reactants [Cl:1][C:2]1[CH:3]=[C:4]([NH:10][C:11](=[O:20])[C:12](=[O:19])[CH:13]2[CH2:18][CH2:17][CH2:16][CH2:15][CH2:14]2)[CH:5]=[CH:6][C:7]=1[C:8]#[N:9].[F:21][C:22]([F:32])([F:31])[C:23]1[CH:28]=[CH:27][C:26]([C:29]#[CH:30])=[CH:25][CH:24]=1.C([Li])CCC, predict the reaction product. The product is: [Cl:1][C:2]1[CH:3]=[C:4]([NH:10][C:11](=[O:20])[C:12]([C:30]#[C:29][C:26]2[CH:27]=[CH:28][C:23]([C:22]([F:21])([F:31])[F:32])=[CH:24][CH:25]=2)([OH:19])[CH:13]2[CH2:14][CH2:15][CH2:16][CH2:17][CH2:18]2)[CH:5]=[CH:6][C:7]=1[C:8]#[N:9]. (5) Given the reactants Br[C:2]1[CH:3]=[N:4][CH:5]=[C:6]([CH:10]=1)[C:7]([OH:9])=[O:8].S.[OH2:12], predict the reaction product. The product is: [OH:12][C:2]1[CH:3]=[N:4][CH:5]=[C:6]([CH:10]=1)[C:7]([OH:9])=[O:8]. (6) Given the reactants Cl[C:2]1[CH:7]=[CH:6][C:5]([C:8]2[C:21](=[O:22])[C:20]3[C:11](=[C:12]4[C:17](=[CH:18][CH:19]=3)[NH:16][CH2:15][CH2:14][O:13]4)[O:10][C:9]=2[CH:23]([CH3:25])[CH3:24])=[CH:4][CH:3]=1.[CH3:26][N:27](C)C=O, predict the reaction product. The product is: [CH:23]([C:9]1[O:10][C:11]2[C:20]([C:21](=[O:22])[C:8]=1[C:5]1[CH:6]=[CH:7][C:2]([C:26]#[N:27])=[CH:3][CH:4]=1)=[CH:19][CH:18]=[C:17]1[C:12]=2[O:13][CH2:14][CH2:15][NH:16]1)([CH3:25])[CH3:24]. (7) Given the reactants [F:1][C:2]1([F:16])[CH2:5][CH:4]([NH:6][C:7]2[N:15]=[CH:14][CH:13]=[CH:12][C:8]=2[C:9]([OH:11])=O)[CH2:3]1.CCN=C=NCCCN(C)C.C1C=CC2N(O)N=NC=2C=1.CCN(C(C)C)C(C)C.[CH3:47][C:48]([NH2:52])([C:50]#[CH:51])[CH3:49], predict the reaction product. The product is: [F:16][C:2]1([F:1])[CH2:3][CH:4]([NH:6][C:7]2[N:15]=[CH:14][CH:13]=[CH:12][C:8]=2[C:9]([NH:52][C:48]([CH3:49])([C:50]#[CH:51])[CH3:47])=[O:11])[CH2:5]1.